From a dataset of Full USPTO retrosynthesis dataset with 1.9M reactions from patents (1976-2016). Predict the reactants needed to synthesize the given product. (1) Given the product [Cl:1][CH2:2][CH2:3][CH2:4][C:5]([C:15]1[CH:16]=[CH:17][C:12]([CH2:18][C:19]([O:21][CH2:22][CH:23]([CH2:28][CH3:29])[CH2:24][CH2:25][CH2:26][CH3:27])=[O:20])=[CH:13][CH:14]=1)=[O:6], predict the reactants needed to synthesize it. The reactants are: [Cl:1][CH2:2][CH2:3][CH2:4][C:5](Cl)=[O:6].[Al+3].[Cl-].[Cl-].[Cl-].[C:12]1([CH2:18][C:19]([O:21][CH2:22][CH:23]([CH2:28][CH3:29])[CH2:24][CH2:25][CH2:26][CH3:27])=[O:20])[CH:17]=[CH:16][CH:15]=[CH:14][CH:13]=1. (2) Given the product [CH2:1]([NH:3][C:4]([NH:6][C:7]1[S:8][C:9]2[CH:43]=[CH:42][CH:41]=[CH:40][C:10]=2[C:11]=1[C:12]([N:14]1[CH2:15][CH2:16][CH:17]([N:20]2[CH2:25][CH2:24][NH:23][CH:22]([C:32]([N:34]3[CH2:39][CH2:38][O:37][CH2:36][CH2:35]3)=[O:33])[CH2:21]2)[CH2:18][CH2:19]1)=[O:13])=[O:5])[CH3:2], predict the reactants needed to synthesize it. The reactants are: [CH2:1]([NH:3][C:4]([NH:6][C:7]1[S:8][C:9]2[CH:43]=[CH:42][CH:41]=[CH:40][C:10]=2[C:11]=1[C:12]([N:14]1[CH2:19][CH2:18][CH:17]([N:20]2[CH2:25][CH2:24][N:23](C(=O)C(F)(F)F)[CH:22]([C:32]([N:34]3[CH2:39][CH2:38][O:37][CH2:36][CH2:35]3)=[O:33])[CH2:21]2)[CH2:16][CH2:15]1)=[O:13])=[O:5])[CH3:2].C(=O)([O-])[O-].[K+].[K+]. (3) Given the product [Br:1][C:2]1[CH:7]=[CH:6][C:5]([O:8][CH2:25][CH2:24][CH2:23][CH:20]2[CH2:21][CH2:22][N:17]([C:15]3[O:14][N:13]=[C:12]([CH:9]([CH3:10])[CH3:11])[N:16]=3)[CH2:18][CH2:19]2)=[CH:4][N:3]=1, predict the reactants needed to synthesize it. The reactants are: [Br:1][C:2]1[CH:7]=[CH:6][C:5]([OH:8])=[CH:4][N:3]=1.[CH:9]([C:12]1[N:16]=[C:15]([N:17]2[CH2:22][CH2:21][CH:20]([CH2:23][CH2:24][CH2:25]O)[CH2:19][CH2:18]2)[O:14][N:13]=1)([CH3:11])[CH3:10]. (4) Given the product [OH:16][C:9]1[C:10]2[NH:11][C:12](=[O:15])[S:13][C:14]=2[C:6]([C@@H:4]([OH:5])[CH2:3][NH:2][CH2:35][CH2:34][CH:31]2[CH2:30][CH2:29][N:28]([CH2:27][CH2:26][O:25][CH2:17][CH2:18][C:19]3[CH:20]=[CH:21][CH:22]=[CH:23][CH:24]=3)[CH2:33][CH2:32]2)=[CH:7][CH:8]=1, predict the reactants needed to synthesize it. The reactants are: Cl.[NH2:2][CH2:3][C@@H:4]([C:6]1[C:14]2[S:13][C:12](=[O:15])[NH:11][C:10]=2[C:9]([OH:16])=[CH:8][CH:7]=1)[OH:5].[CH2:17]([O:25][CH2:26][CH2:27][N:28]1[CH2:33][CH2:32][CH:31]([CH2:34][CH:35]=O)[CH2:30][CH2:29]1)[CH2:18][C:19]1[CH:24]=[CH:23][CH:22]=[CH:21][CH:20]=1.